This data is from Full USPTO retrosynthesis dataset with 1.9M reactions from patents (1976-2016). The task is: Predict the reactants needed to synthesize the given product. (1) Given the product [CH3:1][O:2][C:3]([CH2:5][CH2:6][N:7]1[C:11](/[CH:12]=[C:13]2\[CH2:14][N:15]([C:20]([C:33]3[CH:38]=[CH:37][CH:36]=[CH:35][CH:34]=3)([C:27]3[CH:32]=[CH:31][CH:30]=[CH:29][CH:28]=3)[C:21]3[CH:22]=[CH:23][CH:24]=[CH:25][CH:26]=3)[CH2:16][CH2:17][CH:18]\2[OH:19])=[CH:10][N:9]=[N:8]1)=[O:4], predict the reactants needed to synthesize it. The reactants are: [CH3:1][O:2][C:3]([CH2:5][CH2:6][N:7]1[C:11](/[CH:12]=[C:13]2\[CH2:14][N:15]([C:20]([C:33]3[CH:38]=[CH:37][CH:36]=[CH:35][CH:34]=3)([C:27]3[CH:32]=[CH:31][CH:30]=[CH:29][CH:28]=3)[C:21]3[CH:26]=[CH:25][CH:24]=[CH:23][CH:22]=3)[CH2:16][CH2:17][C:18]\2=[O:19])=[CH:10][N:9]=[N:8]1)=[O:4].[BH4-].[Na+].[Cl-].[NH4+]. (2) Given the product [F:35][CH:2]([F:1])[O:3][C:4]1[CH:5]=[C:6]([N:14]([CH2:28][C:29]2[CH:30]=[N:31][CH:32]=[CH:33][CH:34]=2)[C:15]2[CH:16]=[C:17]([CH:21]3[CH2:22][NH:23][C:24](=[O:26])[NH:25]3)[CH:18]=[CH:19][CH:20]=2)[CH:7]=[CH:8][C:9]=1[O:10][CH:11]([F:13])[F:12], predict the reactants needed to synthesize it. The reactants are: [F:1][CH:2]([F:35])[O:3][C:4]1[CH:5]=[C:6]([N:14]([CH2:28][C:29]2[CH:30]=[N:31][CH:32]=[CH:33][CH:34]=2)[C:15]2[CH:16]=[C:17]([CH:21]3[NH:25][C:24](=[O:26])[NH:23][C:22]3=O)[CH:18]=[CH:19][CH:20]=2)[CH:7]=[CH:8][C:9]=1[O:10][CH:11]([F:13])[F:12].[H-].[H-].[H-].[H-].[Li+].[Al+3]. (3) Given the product [Cl:1][C:2]1[CH:7]=[CH:6][CH:5]=[CH:4][C:3]=1[C:8]1[O:12][N:11]=[CH:10][C:9]=1[C:13]([N:31]1[CH2:32][CH2:33][CH:29]([C:26]2[CH:27]=[CH:28][C:23]([F:22])=[CH:24][CH:25]=2)[CH2:30]1)=[O:15], predict the reactants needed to synthesize it. The reactants are: [Cl:1][C:2]1[CH:7]=[CH:6][CH:5]=[CH:4][C:3]=1[C:8]1[O:12][N:11]=[CH:10][C:9]=1[C:13]([OH:15])=O.C(O)(=O)C(O)=O.[F:22][C:23]1[CH:28]=[CH:27][C:26]([CH:29]2[CH2:33][CH2:32][NH:31][CH2:30]2)=[CH:25][CH:24]=1. (4) Given the product [F:1][C:2]1[N:7]2[CH:8]=[C:9]([CH2:11][N:12]([CH2:23][CH2:25][CH3:26])[C@@H:13]3[C:22]4[N:21]=[CH:20][CH:19]=[CH:18][C:17]=4[CH2:16][CH2:15][CH2:14]3)[N:10]=[C:6]2[CH:5]=[CH:4][CH:3]=1, predict the reactants needed to synthesize it. The reactants are: [F:1][C:2]1[N:7]2[CH:8]=[C:9]([CH2:11][N:12]([CH3:23])[C@@H:13]3[C:22]4[N:21]=[CH:20][CH:19]=[CH:18][C:17]=4[CH2:16][CH2:15][CH2:14]3)[N:10]=[C:6]2[CH:5]=[CH:4][CH:3]=1.F[C:25]1N2C=C(CN[C@@H]3C4N=CC=CC=4CCC3)N=C2C=C[CH:26]=1.C(=O)CC. (5) Given the product [CH2:9]([O:8][CH2:7][CH:5]([CH2:4][OH:3])[OH:6])[CH2:10][CH2:11][CH2:12][CH2:13][CH2:14][CH2:15][CH2:16][CH2:17][CH2:18][CH2:19][CH2:20][CH2:21][CH2:22][CH2:23][CH3:24], predict the reactants needed to synthesize it. The reactants are: CC1(C)[O:6][CH:5]([CH2:7][O:8][CH2:9][CH2:10][CH2:11][CH2:12][CH2:13][CH2:14][CH2:15][CH2:16][CH2:17][CH2:18][CH2:19][CH2:20][CH2:21][CH2:22][CH2:23][CH3:24])[CH2:4][O:3]1. (6) Given the product [N:16]1([C:14]([C:11]2[CH:12]=[CH:13][C:8]([C:6]3[CH:5]=[CH:4][C:3]4[O:22][C:32]([CH2:31][CH2:30][OH:34])=[CH:33][C:2]=4[CH:7]=3)=[N:9][CH:10]=2)=[O:15])[CH2:21][CH2:20][O:19][CH2:18][CH2:17]1, predict the reactants needed to synthesize it. The reactants are: I[C:2]1[CH:7]=[C:6]([C:8]2[CH:13]=[CH:12][C:11]([C:14]([N:16]3[CH2:21][CH2:20][O:19][CH2:18][CH2:17]3)=[O:15])=[CH:10][N:9]=2)[CH:5]=[CH:4][C:3]=1[OH:22].C(N(CC)CC)C.[CH2:30]([OH:34])[CH2:31][C:32]#[CH:33]. (7) Given the product [F:1][C:2]1[CH:7]=[C:6]([CH:5]=[CH:4][N:3]=1)[C:8]([OH:10])=[O:15], predict the reactants needed to synthesize it. The reactants are: [F:1][C:2]1[CH:7]=[C:6]([CH3:8])[CH:5]=[CH:4][N:3]=1.[Mn]([O-])(=O)(=O)=[O:10].[K+].[OH2:15].